Dataset: Forward reaction prediction with 1.9M reactions from USPTO patents (1976-2016). Task: Predict the product of the given reaction. (1) Given the reactants [Br:1][C:2]1[CH:3]=[C:4]([C:8]([O:10][CH2:11][CH3:12])=[O:9])[O:5][C:6]=1Br.[C:13]([C:15]1[CH:16]=[C:17](B(O)O)[CH:18]=[CH:19][CH:20]=1)#[N:14].C(=O)([O-])[O-].[Cs+].[Cs+].C1(P(C2CCCCC2)C2C=CC=CC=2C2C(C(C)C)=CC(C(C)C)=CC=2C(C)C)CCCCC1, predict the reaction product. The product is: [Br:1][C:2]1[CH:3]=[C:4]([C:8]([O:10][CH2:11][CH3:12])=[O:9])[O:5][C:6]=1[C:19]1[CH:18]=[CH:17][CH:16]=[C:15]([C:13]#[N:14])[CH:20]=1. (2) Given the reactants [OH:1][C@@H:2]1[CH2:6][CH2:5][N:4]([C:7]2[CH:12]=[CH:11][C:10]([S:13]([NH:16][C:17]3[S:18][CH:19]=[CH:20][N:21]=3)(=[O:15])=[O:14])=[CH:9][CH:8]=2)[C:3]1=[O:22].CN(C=O)C.CCN(C(C)C)C(C)C.[F:37][C:38]1[CH:43]=[CH:42][C:41]([S:44](Cl)(=[O:46])=[O:45])=[CH:40][CH:39]=1, predict the reaction product. The product is: [F:37][C:38]1[CH:43]=[CH:42][C:41]([S:44]([N:16]([S:13]([C:10]2[CH:11]=[CH:12][C:7]([N:4]3[CH2:5][CH2:6][C@@H:2]([OH:1])[C:3]3=[O:22])=[CH:8][CH:9]=2)(=[O:14])=[O:15])[C:17]2[S:18][CH:19]=[CH:20][N:21]=2)(=[O:46])=[O:45])=[CH:40][CH:39]=1.